The task is: Predict the product of the given reaction.. This data is from Forward reaction prediction with 1.9M reactions from USPTO patents (1976-2016). (1) Given the reactants NC1C=CC(N2CCC[C@H](C(N3CCN(C)CC3)=O)C2)=CC=1OC.[CH3:25][O:26][C:27]1[CH:32]=[CH:31][C:30]([C:33]([N:35]2[CH2:40][CH2:39][N:38]([CH3:41])[CH2:37][CH2:36]2)=[O:34])=[CH:29][C:28]=1[N+:42]([O-])=O, predict the reaction product. The product is: [NH2:42][C:28]1[CH:29]=[C:30]([C:33]([N:35]2[CH2:40][CH2:39][N:38]([CH3:41])[CH2:37][CH2:36]2)=[O:34])[CH:31]=[CH:32][C:27]=1[O:26][CH3:25]. (2) Given the reactants [OH:1][CH2:2][CH:3]1[CH2:12][C:11]2[C:6](=[CH:7][CH:8]=[C:9]([C:13]3[CH:14]=[N:15][N:16]([CH3:18])[CH:17]=3)[CH:10]=2)[N:5]([C:19]2[C:23]3[CH2:24][N:25]([C:28](=[O:30])[CH3:29])[CH2:26][CH2:27][C:22]=3[N:21]([C@H:31]3[CH2:35][CH2:34][O:33][CH2:32]3)[N:20]=2)[CH2:4]1.[H-].[Na+].[CH3:38]I, predict the reaction product. The product is: [CH3:38][O:1][CH2:2][CH:3]1[CH2:12][C:11]2[C:6](=[CH:7][CH:8]=[C:9]([C:13]3[CH:14]=[N:15][N:16]([CH3:18])[CH:17]=3)[CH:10]=2)[N:5]([C:19]2[C:23]3[CH2:24][N:25]([C:28](=[O:30])[CH3:29])[CH2:26][CH2:27][C:22]=3[N:21]([CH:31]3[CH2:35][CH2:34][O:33][CH2:32]3)[N:20]=2)[CH2:4]1. (3) Given the reactants [CH3:1][C:2]([O:5][C@H:6]([CH3:29])[C@@H:7]([C:25]([O:27][CH3:28])=[O:26])[NH:8][C:9]([C:11]1[CH:16]=[CH:15][C:14]([O:17][CH2:18][CH2:19][O:20][CH3:21])=[CH:13][C:12]=1[N+:22]([O-])=O)=[O:10])([CH3:4])[CH3:3], predict the reaction product. The product is: [NH2:22][C:12]1[CH:13]=[C:14]([O:17][CH2:18][CH2:19][O:20][CH3:21])[CH:15]=[CH:16][C:11]=1[C:9]([NH:8][C@H:7]([C:25]([O:27][CH3:28])=[O:26])[C@@H:6]([CH3:29])[O:5][C:2]([CH3:3])([CH3:4])[CH3:1])=[O:10]. (4) Given the reactants [Cl:1][C:2]1[N:3]=[N:4][C:5]([Cl:8])=[CH:6][CH:7]=1.[CH:9](=[O:11])[CH3:10].S(=O)(=O)(O)O.S(OOS([O-])(=O)=O)([O-])(=O)=O.[NH4+].[NH4+], predict the reaction product. The product is: [Cl:1][C:2]1[N:3]=[N:4][C:5]([Cl:8])=[CH:6][C:7]=1[C:9](=[O:11])[CH3:10]. (5) Given the reactants C([O:8][CH2:9][C@H:10]([O:31][C:32](=[O:48])[CH2:33][CH2:34][CH2:35][CH2:36][CH2:37][CH2:38][CH2:39][CH2:40][CH2:41][CH2:42][CH2:43][CH2:44][CH2:45][CH2:46][CH3:47])[CH2:11][O:12][CH2:13][CH2:14][CH2:15][CH2:16][CH2:17][CH2:18][CH2:19][CH2:20]/[CH:21]=[CH:22]\[CH2:23][CH2:24][CH2:25][CH2:26][CH2:27][CH2:28][CH2:29][CH3:30])C1C=CC=CC=1.B(Cl)(Cl)Cl, predict the reaction product. The product is: [CH2:13]([O:12][CH2:11][C@H:10]([CH2:9][OH:8])[O:31][C:32](=[O:48])[CH2:33][CH2:34][CH2:35][CH2:36][CH2:37][CH2:38][CH2:39][CH2:40][CH2:41][CH2:42][CH2:43][CH2:44][CH2:45][CH2:46][CH3:47])[CH2:14][CH2:15][CH2:16][CH2:17][CH2:18][CH2:19][CH2:20]/[CH:21]=[CH:22]\[CH2:23][CH2:24][CH2:25][CH2:26][CH2:27][CH2:28][CH2:29][CH3:30]. (6) Given the reactants Br[C:2]1[CH:7]=[CH:6][C:5]([C@@H:8]([NH:10][C:11](=[O:17])[O:12][C:13]([CH3:16])([CH3:15])[CH3:14])[CH3:9])=[CH:4][CH:3]=1.[CH3:18][C:19]1([CH3:35])[C:23]([CH3:25])([CH3:24])[O:22][B:21]([B:21]2[O:22][C:23]([CH3:25])([CH3:24])[C:19]([CH3:35])([CH3:18])[O:20]2)[O:20]1.C([O-])(=O)C.[K+], predict the reaction product. The product is: [CH3:18][C:19]1([CH3:35])[C:23]([CH3:25])([CH3:24])[O:22][B:21]([C:2]2[CH:7]=[CH:6][C:5]([C@@H:8]([NH:10][C:11](=[O:17])[O:12][C:13]([CH3:16])([CH3:15])[CH3:14])[CH3:9])=[CH:4][CH:3]=2)[O:20]1. (7) The product is: [CH3:1][O:2][C:3]([C:5]1[C:9]([CH2:10][CH2:11][CH2:12][CH3:13])=[C:8]([CH2:14][CH3:15])[N:7]([CH2:16][C:17]2[CH:18]=[CH:19][CH:20]=[CH:21][CH:22]=2)[C:6]=1[CH:23]([CH3:25])[CH3:24])=[O:4]. Given the reactants [CH3:1][O:2][C:3]([C:5]1[C:9]([CH:10]=[CH:11][CH2:12][CH3:13])=[C:8]([CH2:14][CH3:15])[N:7]([CH2:16][C:17]2[CH:22]=[CH:21][CH:20]=[CH:19][CH:18]=2)[C:6]=1[CH:23]([CH3:25])[CH3:24])=[O:4], predict the reaction product.